Dataset: Catalyst prediction with 721,799 reactions and 888 catalyst types from USPTO. Task: Predict which catalyst facilitates the given reaction. (1) Reactant: [F:1][C:2]([F:19])([F:18])[C:3]1[CH:4]=[CH:5][C:6]([N:9]2[CH2:14][CH2:13][CH:12]([C:15]([OH:17])=O)[CH2:11][CH2:10]2)=[N:7][CH:8]=1.[C:20]([C:24]1[N:29]=[C:28]([N:30]2[CH2:35][CH2:34][N:33]([CH2:36][CH2:37][CH2:38][CH2:39][NH2:40])[CH2:32][CH2:31]2)[CH:27]=[C:26]([C:41]([F:44])([F:43])[F:42])[N:25]=1)([CH3:23])([CH3:22])[CH3:21]. Product: [C:20]([C:24]1[N:29]=[C:28]([N:30]2[CH2:35][CH2:34][N:33]([CH2:36][CH2:37][CH2:38][CH2:39][NH:40][C:15]([CH:12]3[CH2:11][CH2:10][N:9]([C:6]4[CH:5]=[CH:4][C:3]([C:2]([F:1])([F:19])[F:18])=[CH:8][N:7]=4)[CH2:14][CH2:13]3)=[O:17])[CH2:32][CH2:31]2)[CH:27]=[C:26]([C:41]([F:43])([F:44])[F:42])[N:25]=1)([CH3:23])([CH3:21])[CH3:22]. The catalyst class is: 147. (2) Reactant: [Si]([O:8][CH2:9][C@@H:10]([N:14]1[C:23]2[C:18](=[CH:19][C:20]([NH:27][CH2:28][C:29]3[CH:34]=[CH:33][C:32]([F:35])=[CH:31][CH:30]=3)=[C:21]([O:24][CH2:25][CH3:26])[N:22]=2)[C:17](=[O:36])[C:16]([C:37]([O:39]CC)=[O:38])=[CH:15]1)[CH:11]([CH3:13])[CH3:12])(C(C)(C)C)(C)C.O(C)[Na].O. The catalyst class is: 5. Product: [CH2:25]([O:24][C:21]1[N:22]=[C:23]2[C:18]([C:17](=[O:36])[C:16]([C:37]([OH:39])=[O:38])=[CH:15][N:14]2[C@@H:10]([CH:11]([CH3:13])[CH3:12])[CH2:9][OH:8])=[CH:19][C:20]=1[NH:27][CH2:28][C:29]1[CH:34]=[CH:33][C:32]([F:35])=[CH:31][CH:30]=1)[CH3:26]. (3) The catalyst class is: 272. Reactant: [C:1]([O:7][CH2:8][C@@H:9]([O:29][C:30]([CH3:33])([CH3:32])[CH3:31])[C:10]1[C:11]([C:22]2[CH:27]=[CH:26][C:25]([Cl:28])=[CH:24][CH:23]=2)=[C:12]2[C:17](=[CH:18][C:19]=1[CH3:20])[NH:16][C:15](=[O:21])[CH:14]=[CH:13]2)(=[O:6])[C:2]([CH3:5])([CH3:4])[CH3:3].[O:34](S(C(F)(F)F)(=O)=O)[S:35]([C:38]([F:41])([F:40])[F:39])(=O)=[O:36]. Product: [C:1]([O:7][CH2:8][C@@H:9]([O:29][C:30]([CH3:33])([CH3:32])[CH3:31])[C:10]1[C:11]([C:22]2[CH:23]=[CH:24][C:25]([Cl:28])=[CH:26][CH:27]=2)=[C:12]2[C:17](=[CH:18][C:19]=1[CH3:20])[N:16]=[C:15]([O:21][S:35]([C:38]([F:41])([F:40])[F:39])(=[O:36])=[O:34])[CH:14]=[CH:13]2)(=[O:6])[C:2]([CH3:3])([CH3:5])[CH3:4]. (4) Reactant: [N:1]1[CH:6]=[CH:5][CH:4]=[CH:3][C:2]=1[N:7]([CH2:40][CH2:41][C:42]([O:44][CH2:45][CH3:46])=[O:43])[C:8]([C:10]1[CH:39]=[CH:38][C:13]2[N:14]([CH3:37])[C:15]([CH2:17][NH:18][C:19]3[CH:24]=[CH:23][C:22]([C:25](=[NH:36])[NH:26][C:27]([O:29][CH2:30][CH2:31][CH2:32][CH2:33][CH2:34][CH3:35])=[O:28])=[CH:21][CH:20]=3)=[N:16][C:12]=2[CH:11]=1)=[O:9].[CH3:47][S:48]([OH:51])(=[O:50])=[O:49]. Product: [S:48]([OH:51])(=[O:50])(=[O:49])[CH3:47].[N:1]1[CH:6]=[CH:5][CH:4]=[CH:3][C:2]=1[N:7]([CH2:40][CH2:41][C:42]([O:44][CH2:45][CH3:46])=[O:43])[C:8]([C:10]1[CH:39]=[CH:38][C:13]2[N:14]([CH3:37])[C:15]([CH2:17][NH:18][C:19]3[CH:20]=[CH:21][C:22]([C:25](=[NH:36])[NH:26][C:27]([O:29][CH2:30][CH2:31][CH2:32][CH2:33][CH2:34][CH3:35])=[O:28])=[CH:23][CH:24]=3)=[N:16][C:12]=2[CH:11]=1)=[O:9]. The catalyst class is: 21. (5) Product: [Cl:9][CH2:10][C:11]([NH:6][C:5]1[CH:7]=[CH:8][C:2]([Cl:1])=[CH:3][CH:4]=1)=[O:12]. The catalyst class is: 13. Reactant: [Cl:1][C:2]1[CH:8]=[CH:7][C:5]([NH2:6])=[CH:4][CH:3]=1.[Cl:9][CH2:10][C:11](Cl)=[O:12]. (6) Reactant: [F:1][C:2]([F:21])([F:20])[O:3][C:4]1[CH:9]=[CH:8][C:7]([C:10]2[N:14]=[C:13]([C:15](OCC)=[O:16])[O:12][N:11]=2)=[CH:6][CH:5]=1.[NH2:22][NH2:23].O. Product: [F:1][C:2]([F:21])([F:20])[O:3][C:4]1[CH:9]=[CH:8][C:7]([C:10]2[N:14]=[C:13]([C:15]([NH:22][NH2:23])=[O:16])[O:12][N:11]=2)=[CH:6][CH:5]=1. The catalyst class is: 14. (7) Reactant: C[O:2][C:3]([C:5]1[C:17]2[C:16]3[C:11](=[CH:12][CH:13]=[C:14]([N+:18]([O-:20])=[O:19])[CH:15]=3)[N:10]([CH3:21])[C:9]=2[C:8]([O:22][CH3:23])=[CH:7][CH:6]=1)=[O:4].[OH-].[Na+]. Product: [CH3:23][O:22][C:8]1[C:9]2[N:10]([CH3:21])[C:11]3[C:16](=[CH:15][C:14]([N+:18]([O-:20])=[O:19])=[CH:13][CH:12]=3)[C:17]=2[C:5]([C:3]([OH:4])=[O:2])=[CH:6][CH:7]=1. The catalyst class is: 5.